Dataset: Reaction yield outcomes from USPTO patents with 853,638 reactions. Task: Predict the reaction yield, written as a fraction of the theoretical maximum amount of product (1.0 means a 100% yield; for example, 0.34 means a 34% yield). The reactants are N[CH2:2][CH2:3][CH2:4][CH2:5][CH2:6][NH2:7].C[O:9][C:10](=O)[CH2:11][S:12][C:13]([C:26]1[CH:31]=[CH:30][CH:29]=[CH:28][CH:27]=1)([C:20]1[CH:25]=[CH:24][CH:23]=[CH:22][CH:21]=1)[C:14]1[CH:19]=[CH:18][CH:17]=[CH:16][CH:15]=1.CO. The catalyst is ClCCl.CO.CCN(CC)CC. The product is [NH2:7][CH2:6][CH2:5][CH2:4][CH2:3][CH2:2][C:10](=[O:9])[CH2:11][S:12][C:13]([C:14]1[CH:19]=[CH:18][CH:17]=[CH:16][CH:15]=1)([C:20]1[CH:21]=[CH:22][CH:23]=[CH:24][CH:25]=1)[C:26]1[CH:31]=[CH:30][CH:29]=[CH:28][CH:27]=1. The yield is 0.540.